Dataset: Forward reaction prediction with 1.9M reactions from USPTO patents (1976-2016). Task: Predict the product of the given reaction. (1) The product is: [Cl:24][C:20]1[CH:21]=[CH:22][C:17]([N:15]2[C:14](=[O:23])[C:8]3=[CH:9][NH:10][C:11]4[CH:12]=[CH:13][C:4]([N+:1]([O-:3])=[O:2])=[CH:5][C:6]=4[C:7]3=[N:16]2)=[CH:18][CH:19]=1. Given the reactants [N+:1]([C:4]1[CH:13]=[CH:12][C:11]2[NH:10][CH:9]=[C:8]3[C:14](=[O:23])[N:15]([C:17]4[CH:22]=[CH:21][CH:20]=[CH:19][CH:18]=4)[N:16]=[C:7]3[C:6]=2[CH:5]=1)([O-:3])=[O:2].[Cl:24]C1C=CC(NN)=CC=1, predict the reaction product. (2) Given the reactants FC1C=C(C2(N(C)C)CCC(N)CC2)C=CC=1.[Cl:18]C1C=CC=C(Cl)C=1C1C(C(O)=O)=C(C)ON=1.Cl.[CH3:36][N:37]([CH3:68])[C:38]1([C:61]2[CH:66]=[CH:65][CH:64]=[C:63]([F:67])[CH:62]=2)[CH2:43][CH2:42][CH:41]([NH:44][C:45]([C:47]2[C:48]([C:53]3[C:58]([Cl:59])=[CH:57][CH:56]=[CH:55][C:54]=3[Cl:60])=[N:49][O:50][C:51]=2[CH3:52])=[O:46])[CH2:40][CH2:39]1.Cl[Si](C)(C)C.C(OC(C)C)(C)C, predict the reaction product. The product is: [ClH:18].[CH3:68][N:37]([CH3:36])[C:38]1([C:61]2[CH:66]=[CH:65][CH:64]=[C:63]([F:67])[CH:62]=2)[CH2:43][CH2:42][CH:41]([NH:44][C:45]([C:47]2[C:48]([C:53]3[C:58]([Cl:59])=[CH:57][CH:56]=[CH:55][C:54]=3[Cl:60])=[N:49][O:50][C:51]=2[CH3:52])=[O:46])[CH2:40][CH2:39]1. (3) Given the reactants [C:1]1([CH2:7][CH2:8][CH2:9][CH2:10][CH2:11][CH2:12][CH2:13][CH2:14][NH:15][C:16](=[O:35])[C:17]2[CH:22]=[C:21]([C:23]3[CH:28]=[CH:27][C:26]([F:29])=[C:25]([Cl:30])[CH:24]=3)[C:20]([O:31][CH2:32][CH2:33][OH:34])=[CH:19][CH:18]=2)[CH:6]=[CH:5][CH:4]=[CH:3][CH:2]=1.C[N+]1([O-])CC[O:40]CC1.O.CC#N, predict the reaction product. The product is: [Cl:30][C:25]1[CH:24]=[C:23]([C:21]2[CH:22]=[C:17]([C:16](=[O:35])[NH:15][CH2:14][CH2:13][CH2:12][CH2:11][CH2:10][CH2:9][CH2:8][CH2:7][C:1]3[CH:6]=[CH:5][CH:4]=[CH:3][CH:2]=3)[CH:18]=[CH:19][C:20]=2[O:31][CH2:32][C:33]([OH:40])=[O:34])[CH:28]=[CH:27][C:26]=1[F:29]. (4) The product is: [F:1][C:2]1[CH:7]=[CH:6][C:5]([C:8]2[C:17]([N:18]3[CH2:22][CH2:21][CH2:20][C@@H:19]3[CH3:23])=[N:16][C:15]3[C:10](=[CH:11][CH:12]=[C:13]([C:24]4[N:27]=[N:28][NH:29][N:25]=4)[CH:14]=3)[N:9]=2)=[CH:4][CH:3]=1. Given the reactants [F:1][C:2]1[CH:7]=[CH:6][C:5]([C:8]2[C:17]([N:18]3[CH2:22][CH2:21][CH2:20][C@@H:19]3[CH3:23])=[N:16][C:15]3[C:10](=[CH:11][CH:12]=[C:13]([C:24]#[N:25])[CH:14]=3)[N:9]=2)=[CH:4][CH:3]=1.O.[N:27]([Na])=[N+:28]=[N-:29], predict the reaction product.